This data is from Full USPTO retrosynthesis dataset with 1.9M reactions from patents (1976-2016). The task is: Predict the reactants needed to synthesize the given product. (1) Given the product [CH3:12][O:11][C:10]1[C:9]2[C:13](=[O:14])[NH:52][N:51]=[C:18]([C:19]([O:21][CH3:22])=[O:20])[C:8]=2[N:5]2[CH2:6][CH2:7][N:2]([CH3:1])[C:3](=[O:24])[C:4]=12, predict the reactants needed to synthesize it. The reactants are: [CH3:1][N:2]1[CH2:7][CH2:6][N:5]2[C:8]([C:18](=O)[C:19]([O:21][CH3:22])=[O:20])=[C:9]([C:13](OCC)=[O:14])[C:10]([O:11][CH3:12])=[C:4]2[C:3]1=[O:24].C(OC(NCC(N(CC(OC)OC)C)=O)=O)C1C=CC=CC=1.C(O)(=O)C.[NH2:51][NH2:52]. (2) Given the product [F:12][C:13]1[CH:18]=[C:17]([N:1]2[C:9]3[C:4](=[CH:5][CH:6]=[C:7]([CH:10]=[O:11])[CH:8]=3)[CH:3]=[CH:2]2)[CH:16]=[CH:15][C:14]=1[F:20], predict the reactants needed to synthesize it. The reactants are: [NH:1]1[C:9]2[C:4](=[CH:5][CH:6]=[C:7]([CH:10]=[O:11])[CH:8]=2)[CH:3]=[CH:2]1.[F:12][C:13]1[CH:18]=[CH:17][C:16](I)=[CH:15][C:14]=1[F:20].P([O-])([O-])([O-])=O.[K+].[K+].[K+].CNCCNC. (3) Given the product [C:23]1([C:29]2[CH:47]=[C:31]([C:41]3[CH:46]=[CH:45][CH:44]=[CH:43][CH:42]=3)[CH:32]=[C:33]([C:35]3[CH:40]=[CH:39][CH:38]=[CH:37][CH:36]=3)[C:34]=2[C:14]2[CH:15]=[CH:16][C:11]([C:1]3[CH:6]=[CH:5][CH:4]=[CH:3][CH:2]=3)=[CH:12][CH:13]=2)[CH:28]=[CH:27][CH:26]=[CH:25][CH:24]=1, predict the reactants needed to synthesize it. The reactants are: [C:1]1([C:11]2[CH:16]=[CH:15][CH:14]=[CH:13][CH:12]=2)[CH:6]=[CH:5][C:4](CC([O-])=O)=[CH:3][CH:2]=1.[Na+].F[B-](F)(F)F.[C:23]1([C:29]2[CH:34]=[C:33]([C:35]3[CH:40]=[CH:39][CH:38]=[CH:37][CH:36]=3)[CH:32]=[C:31]([C:41]3[CH:46]=[CH:45][CH:44]=[CH:43][CH:42]=3)[O+]=2)[CH:28]=[CH:27][CH:26]=[CH:25][CH:24]=1.[C:47](OC(=O)C)(=O)C. (4) The reactants are: [CH3:1][N:2]([CH3:6])[CH2:3][CH2:4][NH2:5].Cl[C:8]1[N:9]=[N+:10]([O-:19])[C:11]2[CH:17]=[C:16]([CH3:18])[CH:15]=[CH:14][C:12]=2[N:13]=1. Given the product [CH3:18][C:16]1[CH:15]=[CH:14][C:12]2[N:13]=[C:8]([NH:5][CH2:4][CH2:3][N:2]([CH3:6])[CH3:1])[N:9]=[N+:10]([O-:19])[C:11]=2[CH:17]=1, predict the reactants needed to synthesize it.